From a dataset of Reaction yield outcomes from USPTO patents with 853,638 reactions. Predict the reaction yield, written as a fraction of the theoretical maximum amount of product (1.0 means a 100% yield; for example, 0.34 means a 34% yield). (1) The reactants are [F:1][C:2]1[C:9]([OH:10])=[CH:8][CH:7]=[C:6]([I:11])[C:3]=1[C:4]#[N:5].[N:12]1([CH2:18][CH2:19]O)[CH2:17][CH2:16][O:15][CH2:14][CH2:13]1.C1(P(C2C=CC=CC=2)C2C=CC=CC=2)C=CC=CC=1.CCOC(/N=N/C(OCC)=O)=O. The catalyst is C1COCC1. The product is [F:1][C:2]1[C:9]([O:10][CH2:19][CH2:18][N:12]2[CH2:17][CH2:16][O:15][CH2:14][CH2:13]2)=[CH:8][CH:7]=[C:6]([I:11])[C:3]=1[C:4]#[N:5]. The yield is 0.500. (2) The reactants are O1CCCC1.CS(C)=O.[O:10]1[CH:14]=[CH:13][CH:12]=[C:11]1[CH2:15][CH2:16][C:17]1[CH:22]=[CH:21][C:20](/[CH:23]=[CH:24]/[N+:25]([O-:27])=[O:26])=[CH:19][CH:18]=1.C(O)(=O)C.[BH4-].[Na+]. The catalyst is O. The product is [O:10]1[CH:14]=[CH:13][CH:12]=[C:11]1[CH2:15][CH2:16][C:17]1[CH:22]=[CH:21][C:20]([CH2:23][CH2:24][N+:25]([O-:27])=[O:26])=[CH:19][CH:18]=1. The yield is 0.530.